This data is from Peptide-MHC class II binding affinity with 134,281 pairs from IEDB. The task is: Regression. Given a peptide amino acid sequence and an MHC pseudo amino acid sequence, predict their binding affinity value. This is MHC class II binding data. (1) The peptide sequence is GELQIVDKIMAAFKI. The MHC is DRB1_0404 with pseudo-sequence DRB1_0404. The binding affinity (normalized) is 0.428. (2) The peptide sequence is GELQIVDIIDAAFKI. The MHC is DRB1_1501 with pseudo-sequence DRB1_1501. The binding affinity (normalized) is 0.465.